This data is from NCI-60 drug combinations with 297,098 pairs across 59 cell lines. The task is: Regression. Given two drug SMILES strings and cell line genomic features, predict the synergy score measuring deviation from expected non-interaction effect. (1) Drug 1: C1CN1C2=NC(=NC(=N2)N3CC3)N4CC4. Drug 2: C1CCC(CC1)NC(=O)N(CCCl)N=O. Cell line: OVCAR-4. Synergy scores: CSS=8.04, Synergy_ZIP=-4.38, Synergy_Bliss=-3.81, Synergy_Loewe=-1.17, Synergy_HSA=-0.954. (2) Drug 1: CCN(CC)CCNC(=O)C1=C(NC(=C1C)C=C2C3=C(C=CC(=C3)F)NC2=O)C. Cell line: MDA-MB-231. Drug 2: C1C(C(OC1N2C=NC3=C2NC=NCC3O)CO)O. Synergy scores: CSS=-9.75, Synergy_ZIP=4.55, Synergy_Bliss=-1.32, Synergy_Loewe=-10.9, Synergy_HSA=-11.1. (3) Drug 1: CN(CCCl)CCCl.Cl. Drug 2: CC1C(C(CC(O1)OC2CC(CC3=C2C(=C4C(=C3O)C(=O)C5=C(C4=O)C(=CC=C5)OC)O)(C(=O)CO)O)N)O.Cl. Cell line: PC-3. Synergy scores: CSS=50.3, Synergy_ZIP=-6.53, Synergy_Bliss=-8.70, Synergy_Loewe=-4.99, Synergy_HSA=-3.62. (4) Drug 1: C1=NC2=C(N=C(N=C2N1C3C(C(C(O3)CO)O)O)F)N. Drug 2: COC1=C2C(=CC3=C1OC=C3)C=CC(=O)O2. Cell line: T-47D. Synergy scores: CSS=-0.987, Synergy_ZIP=1.10, Synergy_Bliss=1.42, Synergy_Loewe=-0.783, Synergy_HSA=-0.727. (5) Drug 1: CC1=C(C=C(C=C1)NC(=O)C2=CC=C(C=C2)CN3CCN(CC3)C)NC4=NC=CC(=N4)C5=CN=CC=C5. Drug 2: C1C(C(OC1N2C=NC3=C2NC=NCC3O)CO)O. Cell line: NCI-H226. Synergy scores: CSS=2.10, Synergy_ZIP=-0.372, Synergy_Bliss=0.176, Synergy_Loewe=-2.09, Synergy_HSA=-2.02. (6) Drug 1: C1CC(=O)NC(=O)C1N2CC3=C(C2=O)C=CC=C3N. Drug 2: CC12CCC3C(C1CCC2OP(=O)(O)O)CCC4=C3C=CC(=C4)OC(=O)N(CCCl)CCCl.[Na+]. Cell line: KM12. Synergy scores: CSS=-4.14, Synergy_ZIP=-5.58, Synergy_Bliss=-15.3, Synergy_Loewe=-13.8, Synergy_HSA=-13.8.